From a dataset of Catalyst prediction with 721,799 reactions and 888 catalyst types from USPTO. Predict which catalyst facilitates the given reaction. (1) Reactant: [CH3:1][C:2]([Si:5]([CH3:30])([CH3:29])[O:6][CH2:7][C:8]1[CH:13]=[CH:12][C:11]([C:14]2[CH:19]=[C:18]([O:20][CH3:21])[CH:17]=[CH:16][C:15]=2[F:22])=[C:10]([CH:23](O)[C:24]([CH3:27])([CH3:26])[CH3:25])[CH:9]=1)([CH3:4])[CH3:3].CCN(S(F)(F)[F:37])CC.O. Product: [CH3:3][C:2]([Si:5]([O:6][CH2:7][C:8]1[CH:13]=[CH:12][C:11]([C:14]2[CH:19]=[C:18]([O:20][CH3:21])[CH:17]=[CH:16][C:15]=2[F:22])=[C:10]([CH:23]([F:37])[C:24]([CH3:26])([CH3:25])[CH3:27])[CH:9]=1)([CH3:29])[CH3:30])([CH3:1])[CH3:4]. The catalyst class is: 11. (2) Reactant: [C:1]([C:3]1[N:8]=[CH:7][C:6]([NH:9][CH2:10][C@@H:11]([NH:13]C(=O)OC(C)(C)C)[CH3:12])=[CH:5][C:4]=1[NH:21][C:22]1[CH:27]=[C:26]([CH3:28])[CH:25]=[C:24]([CH3:29])[N:23]=1)#[N:2].[F:30][C:31]([F:36])([F:35])[C:32]([OH:34])=[O:33]. Product: [OH:34][C:32]([C:31]([F:36])([F:35])[F:30])=[O:33].[NH2:13][C@@H:11]([CH3:12])[CH2:10][NH:9][C:6]1[CH:5]=[C:4]([NH:21][C:22]2[CH:27]=[C:26]([CH3:28])[CH:25]=[C:24]([CH3:29])[N:23]=2)[C:3]([C:1]#[N:2])=[N:8][CH:7]=1. The catalyst class is: 2. (3) Reactant: [CH3:1][N:2]([CH3:26])[C:3](=[O:25])[CH2:4][C@@H:5]([NH:14]C(=O)OCC1C=CC=CC=1)[CH2:6][S:7][C:8]1[CH:13]=[CH:12][CH:11]=[CH:10][CH:9]=1. Product: [NH2:14][C@@H:5]([CH2:6][S:7][C:8]1[CH:9]=[CH:10][CH:11]=[CH:12][CH:13]=1)[CH2:4][C:3]([N:2]([CH3:1])[CH3:26])=[O:25]. The catalyst class is: 570. (4) Reactant: [Cl:1][C:2]1[CH:7]=[C:6]([N+:8]([O-:10])=[O:9])[CH:5]=[CH:4][C:3]=1[OH:11].Br[CH2:13][CH:14]1[CH2:16][CH2:15]1.C(=O)([O-])[O-].[K+].[K+]. Product: [Cl:1][C:2]1[CH:7]=[C:6]([N+:8]([O-:10])=[O:9])[CH:5]=[CH:4][C:3]=1[O:11][CH2:13][CH:14]1[CH2:16][CH2:15]1. The catalyst class is: 9.